This data is from Reaction yield outcomes from USPTO patents with 853,638 reactions. The task is: Predict the reaction yield, written as a fraction of the theoretical maximum amount of product (1.0 means a 100% yield; for example, 0.34 means a 34% yield). (1) The reactants are C([O:4][CH2:5][C:6]([NH:8][C:9]1[CH:10]=[C:11]([C:15]2[N:16]=[C:17]([CH2:20][N:21]3[CH:25]=[C:24]([C:26]([O:28]CC)=[O:27])[CH:23]=[N:22]3)[S:18][CH:19]=2)[CH:12]=[CH:13][CH:14]=1)=[O:7])(=O)C.[OH-].[Na+].Cl. The product is [OH:4][CH2:5][C:6]([NH:8][C:9]1[CH:10]=[C:11]([C:15]2[N:16]=[C:17]([CH2:20][N:21]3[CH:25]=[C:24]([C:26]([OH:28])=[O:27])[CH:23]=[N:22]3)[S:18][CH:19]=2)[CH:12]=[CH:13][CH:14]=1)=[O:7]. The catalyst is C(O)C.[Cl-].[Na+].O. The yield is 0.330. (2) The reactants are Br[C:2]1[N:7]=[C:6]2[S:8][C:9]([N:11]=[C:12](SC)SC)=[N:10][C:5]2=[N:4][CH:3]=1.Cl.Cl.[NH2:19][CH2:20][C@@:21]1([OH:29])[CH:26]2[CH2:27][CH2:28][N:23]([CH2:24][CH2:25]2)[CH2:22]1.C(=O)([O-])[O-].[Cs+].[Cs+].[CH3:36][S-:37].[Na+]. The catalyst is CN(C=O)C.O. The product is [CH3:36][S:37][C:2]1[N:7]=[C:6]2[S:8][C:9]([NH:11][C:12]3[O:29][C@:21]4([CH2:20][N:19]=3)[CH:26]3[CH2:25][CH2:24][N:23]([CH2:28][CH2:27]3)[CH2:22]4)=[N:10][C:5]2=[N:4][CH:3]=1. The yield is 0.460. (3) The reactants are [Si:1]([O:8][CH2:9][CH2:10][NH:11][CH:12]1[CH2:16][CH2:15][CH2:14]C1)([C:4]([CH3:7])([CH3:6])[CH3:5])([CH3:3])[CH3:2].C1(C=O)CC1.[Si](OCCN)(C(C)(C)C)(C)C. No catalyst specified. The product is [Si:1]([O:8][CH2:9][CH2:10][NH:11][CH2:12][CH:16]1[CH2:15][CH2:14]1)([C:4]([CH3:5])([CH3:6])[CH3:7])([CH3:2])[CH3:3]. The yield is 0.285. (4) The reactants are [C:1]([C:3]1[CH:4]=[C:5]([C:14](SC)=[N:15][CH2:16][Si](C)(C)C)[CH:6]=[CH:7][C:8]=1[N:9]1[CH:13]=[N:12][CH:11]=[N:10]1)#[N:2].[Cl:23][C:24]1[CH:29]=[C:28]([C:30]([C:32]([F:35])([F:34])[F:33])=[CH2:31])[CH:27]=[C:26]([Cl:36])[N:25]=1.[F-].C([N+](CCCC)(CCCC)CCCC)CCC.O. The product is [Cl:23][C:24]1[CH:29]=[C:28]([C:30]2([C:32]([F:33])([F:34])[F:35])[CH2:31][C:14]([C:5]3[CH:6]=[CH:7][C:8]([N:9]4[CH:13]=[N:12][CH:11]=[N:10]4)=[C:3]([CH:4]=3)[C:1]#[N:2])=[N:15][CH2:16]2)[CH:27]=[C:26]([Cl:36])[N:25]=1. The yield is 0.460. The catalyst is C1COCC1. (5) The reactants are Br[C:2]1[N:10]([CH3:11])[C:9]2[C:8](=[O:12])[N:7]([CH2:13][C:14]3[CH:19]=[CH:18][C:17]([Cl:20])=[CH:16][CH:15]=3)[C:6](=[O:21])[N:5]([CH2:22][CH2:23][CH3:24])[C:4]=2[N:3]=1.[NH:25]1[CH2:28][CH2:27][CH2:26]1.CCN(C(C)C)C(C)C.ClCCl. The catalyst is C(O)C. The product is [N:25]1([C:2]2[N:10]([CH3:11])[C:9]3[C:8](=[O:12])[N:7]([CH2:13][C:14]4[CH:19]=[CH:18][C:17]([Cl:20])=[CH:16][CH:15]=4)[C:6](=[O:21])[N:5]([CH2:22][CH2:23][CH3:24])[C:4]=3[N:3]=2)[CH2:28][CH2:27][CH2:26]1. The yield is 0.370.